This data is from Drug-target binding data from BindingDB using IC50 measurements. The task is: Regression. Given a target protein amino acid sequence and a drug SMILES string, predict the binding affinity score between them. We predict pIC50 (pIC50 = -log10(IC50 in M); higher means more potent). Dataset: bindingdb_ic50. The compound is NS(=O)(=O)c1ccccc1NS(=O)(=O)/C=C/c1ccc(OC(F)(F)C(F)F)cc1. The target protein (Q9H7Z7) has sequence MDPAARVVRALWPGGCALAWRLGGRPQPLLPTQSRAGFAGAAGGPSPVAAARKGSPRLLGAAALALGGALGLYHTARWHLRAQDLHAERSAAQLSLSSRLQLTLYQYKTCPFCSKVRAFLDFHALPYQVVEVNPVRRAEIKFSSYRKVPILVAQEGESSQQLNDSSVIISALKTYLVSGQPLEEIITYYPAMKAVNEQGKEVTEFGNKYWLMLNEKEAQQVYGGKEARTEEMKWRQWADDWLVHLISPNVYRTPTEALASFDYIVREGKFGAVEGAVAKYMGAAAMYLISKRLKSRHRLQDNVREDLYEAADKWVAAVGKDRPFMGGQKPNLADLAVYGVLRVMEGLDAFDDLMQHTHIQPWYLRVERAITEASPAH. The pIC50 is 6.9.